The task is: Predict the reactants needed to synthesize the given product.. This data is from Full USPTO retrosynthesis dataset with 1.9M reactions from patents (1976-2016). (1) Given the product [CH:1]([CH:3]=[CH2:4])=[O:2].[C:5]([OH:9])(=[O:8])[CH:6]=[CH2:7], predict the reactants needed to synthesize it. The reactants are: [CH:1]([CH:3]=[CH2:4])=[O:2].[C:5]([OH:9])(=[O:8])[CH:6]=[CH2:7]. (2) The reactants are: [CH:1]1([C:7]2[N:11]3[C:12]4[C:17]([NH:18][C:19](=[O:20])[C:10]3=[CH:9][N:8]=2)=[CH:16][C:15]([C:21]([O:23]CC)=[O:22])=[CH:14][CH:13]=4)[CH2:6][CH2:5][CH2:4][CH2:3][CH2:2]1.[OH-].[Na+].Cl. Given the product [CH:1]1([C:7]2[N:11]3[C:12]4[C:17]([NH:18][C:19](=[O:20])[C:10]3=[CH:9][N:8]=2)=[CH:16][C:15]([C:21]([OH:23])=[O:22])=[CH:14][CH:13]=4)[CH2:2][CH2:3][CH2:4][CH2:5][CH2:6]1, predict the reactants needed to synthesize it. (3) Given the product [F:1][C:2]1[CH:30]=[CH:29][C:5]([C:6]([NH:8][CH2:9][C:10]2([C:25]([F:27])([F:28])[F:26])[C:15]3[CH:16]=[C:17]([C:42]4[NH:38][C:36](=[O:45])[O:37][N:41]=4)[CH:18]=[CH:19][C:14]=3[NH:13][C:12](=[O:24])[O:11]2)=[O:7])=[CH:4][CH:3]=1, predict the reactants needed to synthesize it. The reactants are: [F:1][C:2]1[CH:30]=[CH:29][C:5]([C:6]([NH:8][CH2:9][C:10]2([C:25]([F:28])([F:27])[F:26])[C:15]3[CH:16]=[C:17](C(NC)=O)[CH:18]=[CH:19][C:14]=3[NH:13][C:12](=[O:24])[O:11]2)=[O:7])=[CH:4][CH:3]=1.C1N=CN([C:36]([N:38]2[CH:42]=[N:41]C=C2)=[O:37])C=1.C([OH:45])C. (4) Given the product [CH3:26][NH:25][C:24]([C:14]1[C:13]2[CH:28]=[CH:9][C:10]([N:29]([CH3:34])[S:30]([CH3:33])(=[O:32])=[O:31])=[CH:11][C:12]=2[O:16][CH:15]=1)=[O:27], predict the reactants needed to synthesize it. The reactants are: CS(OCC([C:9]1[C:10]([N:29]([CH3:34])[S:30]([CH3:33])(=[O:32])=[O:31])=[CH:11][C:12]2[O:16][C:15](C3C=CC(F)=CC=3)=[C:14]([C:24](=[O:27])[NH:25][CH3:26])[C:13]=2[CH:28]=1)O)(=O)=O.NCCO.C([O-])([O-])=O.[K+].[K+]. (5) Given the product [CH:52]1([CH2:51][O:50][C:49](=[O:13])[N:31]([C@@H:30]2[C@@H:26]([C:21]3[CH:22]=[CH:23][C:24]([Cl:25])=[C:19]([Cl:18])[CH:20]=3)[CH2:27][N:28]([C:33]([CH:35]3[CH2:40][CH2:39][N:38]([C:41]([C:43]4([CH3:46])[CH2:44][CH2:45]4)=[O:42])[CH2:37][CH2:36]3)=[O:34])[CH2:29]2)[CH3:32])[CH2:7][CH2:6]1, predict the reactants needed to synthesize it. The reactants are: C(N1C=CN=C1)(N1[CH:7]=[CH:6]N=C1)=O.[OH:13]CC1CC1.[Cl:18][C:19]1[CH:20]=[C:21]([C@@H:26]2[C@@H:30]([NH:31][CH3:32])[CH2:29][N:28]([C:33]([CH:35]3[CH2:40][CH2:39][N:38]([C:41]([C:43]4([CH3:46])[CH2:45][CH2:44]4)=[O:42])[CH2:37][CH2:36]3)=[O:34])[CH2:27]2)[CH:22]=[CH:23][C:24]=1[Cl:25].O1[CH2:52][CH2:51][O:50][CH2:49]C1. (6) Given the product [CH3:19][C:20]1([CH3:24])[C:21]([C:22]#[N:23])=[CH:12][C:11]2[C:10](=[CH:17][CH:16]=[CH:15][CH:14]=2)[S:9]1, predict the reactants needed to synthesize it. The reactants are: [CH:12](=O)[C:11]1[CH:14]=[CH:15][CH:16]=[CH:17][C:10]=1[S:9][S:9][C:10]1[CH:17]=[CH:16][CH:15]=[CH:14][C:11]=1[CH:12]=O.[CH3:19][C:20]([CH3:24])=[CH:21][C:22]#[N:23].C1CCN2C(=NCCC2)CC1. (7) Given the product [CH3:10][C:8]1[NH:7][C:6]2[CH:11]=[CH:12][C:3]([NH:2][NH2:13])=[CH:4][C:5]=2[N:9]=1, predict the reactants needed to synthesize it. The reactants are: Cl.[NH2:2][C:3]1[CH:12]=[CH:11][C:6]2[NH:7][C:8]([CH3:10])=[N:9][C:5]=2[CH:4]=1.[N:13]([O-])=O.[Na+].O.O.[Sn](Cl)Cl. (8) Given the product [F:1][C:2]([F:16])([F:15])[O:3][C:4]1[CH:5]=[C:6]([CH:12]=[CH:13][CH:14]=1)[C:7]([NH:18][NH2:19])=[O:8], predict the reactants needed to synthesize it. The reactants are: [F:1][C:2]([F:16])([F:15])[O:3][C:4]1[CH:5]=[C:6]([CH:12]=[CH:13][CH:14]=1)[C:7](OCC)=[O:8].O.[NH2:18][NH2:19]. (9) Given the product [F:17][C:5]1[C:6]([C:8]2[CH:13]=[CH:12][C:11]([F:14])=[CH:10][C:9]=2[O:15][CH3:16])=[N:7][C:2]([NH:22][C:21]2[CH:23]=[C:24]([CH2:26][S:27]([CH3:30])(=[O:29])=[O:28])[CH:25]=[C:19]([F:18])[CH:20]=2)=[N:3][CH:4]=1, predict the reactants needed to synthesize it. The reactants are: Cl[C:2]1[N:7]=[C:6]([C:8]2[CH:13]=[CH:12][C:11]([F:14])=[CH:10][C:9]=2[O:15][CH3:16])[C:5]([F:17])=[CH:4][N:3]=1.[F:18][C:19]1[CH:20]=[C:21]([CH:23]=[C:24]([CH2:26][S:27]([CH3:30])(=[O:29])=[O:28])[CH:25]=1)[NH2:22]. (10) The reactants are: [C:1]([O:5][C:6]([NH:8][C@H:9]([CH2:29][C:30]1[CH:35]=[C:34]([F:36])[C:33]([F:37])=[CH:32][C:31]=1[F:38])[CH2:10][C:11]([N:13]1[CH2:18][CH2:17][N:16]2[C:19]([C:25]([F:28])([F:27])[F:26])=[N:20][C:21]([C:22]([OH:24])=[O:23])=[C:15]2[CH2:14]1)=[O:12])=[O:7])([CH3:4])([CH3:3])[CH3:2].[CH2:39](O)[CH3:40].C(N(CC)CC)C.O=C1N(P(Cl)(N2CCOC2=O)=O)CCO1. Given the product [CH2:39]([O:23][C:22]([C:21]1[N:20]=[C:19]([C:25]([F:27])([F:28])[F:26])[N:16]2[CH2:17][CH2:18][N:13]([C:11](=[O:12])[CH2:10][C@H:9]([NH:8][C:6]([O:5][C:1]([CH3:4])([CH3:2])[CH3:3])=[O:7])[CH2:29][C:30]3[CH:35]=[C:34]([F:36])[C:33]([F:37])=[CH:32][C:31]=3[F:38])[CH2:14][C:15]=12)=[O:24])[CH3:40], predict the reactants needed to synthesize it.